Dataset: Full USPTO retrosynthesis dataset with 1.9M reactions from patents (1976-2016). Task: Predict the reactants needed to synthesize the given product. (1) Given the product [Cl:26][C:27]1[CH:35]=[CH:34][C:30]([C:31]([N:13]2[C:14]3[C:19](=[CH:18][C:17]([O:20][CH3:21])=[CH:16][CH:15]=3)[C:11]([CH2:10][C:9]([NH:8][C:5]3[CH:4]=[CH:3][C:2]([F:1])=[CH:7][CH:6]=3)=[O:23])=[C:12]2[CH3:22])=[O:32])=[C:29]([N+:36]([O-:38])=[O:37])[CH:28]=1, predict the reactants needed to synthesize it. The reactants are: [F:1][C:2]1[CH:7]=[CH:6][C:5]([NH:8][C:9](=[O:23])[CH2:10][C:11]2[C:19]3[C:14](=[CH:15][CH:16]=[C:17]([O:20][CH3:21])[CH:18]=3)[NH:13][C:12]=2[CH3:22])=[CH:4][CH:3]=1.[H-].[Na+].[Cl:26][C:27]1[CH:35]=[CH:34][C:30]([C:31](Cl)=[O:32])=[C:29]([N+:36]([O-:38])=[O:37])[CH:28]=1. (2) Given the product [C:19]1([C:25](=[N:32][C:33]2([C:38]([O:40][CH2:41][CH3:42])=[O:39])[CH2:37][CH:36]([C:2]3[CH:18]=[CH:17][C:5]4[O:6][C@H:7]([CH2:10][O:11][CH2:12][CH2:13][CH2:14][CH2:15][CH3:16])[CH2:8][O:9][C:4]=4[CH:3]=3)[CH:35]=[CH:34]2)[C:26]2[CH:31]=[CH:30][CH:29]=[CH:28][CH:27]=2)[CH:24]=[CH:23][CH:22]=[CH:21][CH:20]=1, predict the reactants needed to synthesize it. The reactants are: Br[C:2]1[CH:18]=[CH:17][C:5]2[O:6][C@H:7]([CH2:10][O:11][CH2:12][CH2:13][CH2:14][CH2:15][CH3:16])[CH2:8][O:9][C:4]=2[CH:3]=1.[C:19]1([C:25](=[N:32][C:33]2([C:38]([O:40][CH2:41][CH3:42])=[O:39])[CH2:37][CH:36]=[CH:35][CH2:34]2)[C:26]2[CH:31]=[CH:30][CH:29]=[CH:28][CH:27]=2)[CH:24]=[CH:23][CH:22]=[CH:21][CH:20]=1.C1(P(C2C=CC=CC=2)C2C=CC=CC=2)C=CC=CC=1.C([O-])(=O)C.[K+]. (3) Given the product [NH2:9][C:3]1[N:4]=[CH:5][N:6]=[C:7]([NH:10][CH2:11][CH2:12][CH2:13][NH:14][C:15](=[O:21])[CH:38]=[CH2:39])[C:2]=1[C:26]1[CH:27]=[CH:28][C:23]([O:22][C:29]2[CH:34]=[CH:33][CH:32]=[CH:31][CH:30]=2)=[CH:24][CH:25]=1, predict the reactants needed to synthesize it. The reactants are: Cl[C:2]1[C:3]([NH2:9])=[N:4][CH:5]=[N:6][C:7]=1Cl.[NH2:10][CH2:11][CH2:12][CH2:13][NH:14][C:15](=[O:21])OC(C)(C)C.[O:22]([C:29]1[CH:34]=[CH:33][C:32](B(O)O)=[CH:31][CH:30]=1)[C:23]1[CH:28]=[CH:27][CH:26]=[CH:25][CH:24]=1.[C:38](Cl)(=O)[CH:39]=C. (4) Given the product [Cl:10][C:11]1[C:16]([O:25][C:22]2[CH:5]=[C:4]([I:9])[CH:3]=[C:2]([Cl:1])[CH:7]=2)=[C:15]([C:18]([F:21])([F:20])[F:19])[CH:14]=[CH:13][N:12]=1, predict the reactants needed to synthesize it. The reactants are: [Cl:1][C:2]1[CH2:3][C:4]([I:9])(O)[CH:5]=C[CH:7]=1.[Cl:10][C:11]1[C:16](F)=[C:15]([C:18]([F:21])([F:20])[F:19])[CH:14]=[CH:13][N:12]=1.[C:22]([O-:25])([O-])=O.[K+].[K+]. (5) Given the product [CH2:33]([NH:35][C:26](=[O:27])[C:25]1[CH:29]=[CH:30][C:22]([C:19]2[CH:18]=[CH:17][C:16]([C:13]3([C:10]4[N:6]5[CH2:7][CH2:8][S:9][C:3]([CH2:2][OH:1])([CH3:31])[CH2:4][C:5]5=[N:12][N:11]=4)[CH2:14][CH2:15]3)=[CH:21][CH:20]=2)=[N:23][CH:24]=1)[CH3:34], predict the reactants needed to synthesize it. The reactants are: [OH:1][CH2:2][C:3]1([CH3:31])[S:9][CH2:8][CH2:7][N:6]2[C:10]([C:13]3([C:16]4[CH:21]=[CH:20][C:19]([C:22]5[CH:30]=[CH:29][C:25]([C:26](O)=[O:27])=[CH:24][N:23]=5)=[CH:18][CH:17]=4)[CH2:15][CH2:14]3)=[N:11][N:12]=[C:5]2[CH2:4]1.Cl.[CH2:33]([NH2:35])[CH3:34].Cl.C(N=C=NCCCN(C)C)C.C(=O)([O-])O.[Na+]. (6) Given the product [Cl:41][C:35]1[CH:36]=[N:37][CH:38]=[C:39]([Cl:40])[C:34]=1[NH:33][C:20]([C:7]1[C:8]2[C:16]3[CH:15]=[N:14][N:13]([CH2:17][CH3:18])[C:12](=[O:19])[C:11]=3[O:10][C:9]=2[C:4]([O:3][CH:2]([F:32])[F:1])=[CH:5][CH:6]=1)=[O:22], predict the reactants needed to synthesize it. The reactants are: [F:1][CH:2]([F:32])[O:3][C:4]1[C:9]2[O:10][C:11]3[C:12](=[O:19])[N:13]([CH2:17][CH3:18])[N:14]=[CH:15][C:16]=3[C:8]=2[C:7]([C:20]([O:22]C2C=CC([N+]([O-])=O)=CC=2)=O)=[CH:6][CH:5]=1.[NH2:33][C:34]1[C:39]([Cl:40])=[CH:38][N:37]=[CH:36][C:35]=1[Cl:41].[H-].[Na+].Cl. (7) The reactants are: [CH3:1][S:2][C:3]1[CH:11]=[CH:10][C:9]([N:12]2[CH:16]=[N:15][N:14]=[N:13]2)=[CH:8][C:4]=1[C:5]([OH:7])=[O:6].N1C=CC=CC=1.[Br-].[Br-].[Br-].C1([N+](C)(C)C)C=CC=CC=1.C1([N+](C)(C)C)C=CC=CC=1.C1([N+](C)(C)C)C=CC=CC=1.S(=O)(O)[O-:57].[Na+]. Given the product [CH3:1][S:2]([C:3]1[CH:11]=[CH:10][C:9]([N:12]2[CH:16]=[N:15][N:14]=[N:13]2)=[CH:8][C:4]=1[C:5]([OH:7])=[O:6])=[O:57], predict the reactants needed to synthesize it. (8) Given the product [CH3:19][N:20]1[CH2:25][CH2:24][N:23]([C:26]2[CH:27]=[CH:28][C:29]([C:2]3[CH:7]=[C:6]([O:8][C:9]4[C:10]([CH3:18])=[N:11][C:12]([N+:15]([O-:17])=[O:16])=[CH:13][CH:14]=4)[CH:5]=[CH:4][N:3]=3)=[CH:30][CH:31]=2)[CH2:22][CH2:21]1, predict the reactants needed to synthesize it. The reactants are: Cl[C:2]1[CH:7]=[C:6]([O:8][C:9]2[C:10]([CH3:18])=[N:11][C:12]([N+:15]([O-:17])=[O:16])=[CH:13][CH:14]=2)[CH:5]=[CH:4][N:3]=1.[CH3:19][N:20]1[CH2:25][CH2:24][N:23]([C:26]2[CH:31]=[CH:30][C:29](B3OC(C)(C)C(C)(C)O3)=[CH:28][CH:27]=2)[CH2:22][CH2:21]1.C([O-])([O-])=O.[K+].[K+]. (9) Given the product [CH2:1]([O:2][C:3](=[O:21])[C:4]1[CH:9]=[CH:8][C:7]([N:10]2[CH2:15][CH2:14][C:13]3[N:28]=[C:27]([NH2:29])[N:26]=[CH:17][C:12]=3[CH2:11]2)=[CH:6][CH:5]=1)[CH3:22], predict the reactants needed to synthesize it. The reactants are: [CH3:1][O:2][C:3](=[O:21])[C:4]1[CH:9]=[CH:8][C:7]([N:10]2[CH2:15][CH2:14][C:13](=O)[C:12](=[CH:17]N(C)C)[CH2:11]2)=[CH:6][CH:5]=1.[C:22](=O)(O)O.[NH2:26][C:27]([NH2:29])=[NH:28].O.O.O.C([O-])(=O)C.[Na+]. (10) Given the product [CH2:25]([N:24]1[C:20]([NH:19][C:3](=[O:5])[C:2]([F:1])([F:17])[F:18])=[CH:21][C:22]([CH2:27][C:28](=[O:30])[N:31]2[CH2:33][CH2:34][CH2:35][CH2:36]2)=[N:23]1)[CH3:26], predict the reactants needed to synthesize it. The reactants are: [F:1][C:2]([F:18])([F:17])[C:3]([O:5]C1C(F)=C(F)C(F)=C(F)C=1F)=O.[NH2:19][C:20]1[N:24]([CH2:25][CH3:26])[N:23]=[C:22]([CH2:27][C:28]([OH:30])=O)[CH:21]=1.[N:31]1[CH:36]=[CH:35][CH:34]=[CH:33]C=1.N1CCCC1.